The task is: Binary Classification. Given a T-cell receptor sequence (or CDR3 region) and an epitope sequence, predict whether binding occurs between them.. This data is from TCR-epitope binding with 47,182 pairs between 192 epitopes and 23,139 TCRs. (1) The TCR CDR3 sequence is CASRREGRVNEKLFF. The epitope is FTYASALWEI. Result: 0 (the TCR does not bind to the epitope). (2) The epitope is SEVGPEHSLAEY. The TCR CDR3 sequence is CASSLWGGYTEAFF. Result: 0 (the TCR does not bind to the epitope).